From a dataset of Reaction yield outcomes from USPTO patents with 853,638 reactions. Predict the reaction yield, written as a fraction of the theoretical maximum amount of product (1.0 means a 100% yield; for example, 0.34 means a 34% yield). (1) The reactants are Cl.C([N:15]1[CH2:18][CH:17]([OH:19])[CH2:16]1)(C1C=CC=CC=1)C1C=CC=CC=1.C(=O)([O-])[O-].[Na+].[Na+].[C:34](O[C:34]([O:36][C:37]([CH3:40])([CH3:39])[CH3:38])=[O:35])([O:36][C:37]([CH3:40])([CH3:39])[CH3:38])=[O:35].[H][H]. The catalyst is [Pd].ClCCl. The product is [OH:19][CH:17]1[CH2:18][N:15]([C:34]([O:36][C:37]([CH3:38])([CH3:39])[CH3:40])=[O:35])[CH2:16]1. The yield is 0.908. (2) The reactants are [Cl:1][C:2]1[CH:3]=[C:4]([NH:8][C:9]2[CH:14]=[C:13]([NH:15][C:16]3[CH:17]=[C:18]([CH:26]=[CH:27][CH:28]=3)[C:19]([O:21][C:22]([CH3:25])([CH3:24])[CH3:23])=[O:20])[N:12]3[N:29]=[CH:30][C:31]([CH:32]=O)=[C:11]3[N:10]=2)[CH:5]=[CH:6][CH:7]=1.C(O)C.[NH:37]1[CH2:43][C:41](=[O:42])[NH:40][C:38]1=[O:39].N1CCCCC1. The catalyst is O. The product is [Cl:1][C:2]1[CH:3]=[C:4]([NH:8][C:9]2[CH:14]=[C:13]([NH:15][C:16]3[CH:17]=[C:18]([CH:26]=[CH:27][CH:28]=3)[C:19]([O:21][C:22]([CH3:23])([CH3:25])[CH3:24])=[O:20])[N:12]3[N:29]=[CH:30][C:31]([CH:32]=[C:43]4[C:41](=[O:42])[NH:40][C:38](=[O:39])[NH:37]4)=[C:11]3[N:10]=2)[CH:5]=[CH:6][CH:7]=1. The yield is 0.690. (3) The catalyst is O1CCCC1. The reactants are [C:1]([C:3]1[C:4]([NH2:10])=[N:5][CH:6]=[C:7]([F:9])[CH:8]=1)#[CH:2].[CH2:11]([O:18][C:19]1[CH:24]=[CH:23][C:22]([CH2:25][C:26](Cl)=[N:27][OH:28])=[CH:21][CH:20]=1)[C:12]1[CH:17]=[CH:16][CH:15]=[CH:14][CH:13]=1.C(N(CC)CC)C. The product is [CH2:11]([O:18][C:19]1[CH:24]=[CH:23][C:22]([CH2:25][C:26]2[CH:2]=[C:1]([C:3]3[C:4]([NH2:10])=[N:5][CH:6]=[C:7]([F:9])[CH:8]=3)[O:28][N:27]=2)=[CH:21][CH:20]=1)[C:12]1[CH:13]=[CH:14][CH:15]=[CH:16][CH:17]=1. The yield is 0.600. (4) The reactants are C1(C(=[N:14][C:15]2[CH:16]=[C:17]([S:22]([N:25]([CH3:27])[CH3:26])(=[O:24])=[O:23])[CH:18]=[C:19]([CH3:21])[CH:20]=2)C2C=CC=CC=2)C=CC=CC=1.Cl. The catalyst is O1CCCC1. The product is [NH2:14][C:15]1[CH:16]=[C:17]([S:22]([N:25]([CH3:26])[CH3:27])(=[O:24])=[O:23])[CH:18]=[C:19]([CH3:21])[CH:20]=1. The yield is 0.810. (5) The reactants are FC(F)(F)C(O)=O.[NH2:8][C:9]1[C:14]([C:15]([C:17]2[CH:22]=[CH:21][C:20]([F:23])=[CH:19][C:18]=2[O:24][CH3:25])=[O:16])=[CH:13][N:12]=[C:11]([NH:26][CH:27]2[CH2:32][CH2:31][NH:30][CH2:29][CH2:28]2)[N:10]=1.C(N(CC)CC)C.[CH3:40][S:41](Cl)(=[O:43])=[O:42]. The catalyst is ClCCl. The product is [NH2:8][C:9]1[C:14]([C:15]([C:17]2[CH:22]=[CH:21][C:20]([F:23])=[CH:19][C:18]=2[O:24][CH3:25])=[O:16])=[CH:13][N:12]=[C:11]([NH:26][CH:27]2[CH2:28][CH2:29][N:30]([S:41]([CH3:40])(=[O:43])=[O:42])[CH2:31][CH2:32]2)[N:10]=1. The yield is 0.630. (6) The reactants are [F:1][C:2]1[CH:7]=[CH:6][C:5]([C:8]2[C:12](/[CH:13]=[CH:14]/[C:15]3[CH:16]=[C:17]([C:21](O)=[O:22])[N:18]([CH3:20])[N:19]=3)=[C:11]([CH3:24])[O:10][N:9]=2)=[CH:4][CH:3]=1.C([O-])(=O)C([O-])=O.[CH2:31]1[C:34]2([CH2:37][NH2+:36][CH2:35]2)[CH2:33][O:32]1.[CH2:31]1[C:34]2([CH2:37][NH2+:36][CH2:35]2)[CH2:33][O:32]1. No catalyst specified. The product is [F:1][C:2]1[CH:7]=[CH:6][C:5]([C:8]2[C:12](/[CH:13]=[CH:14]/[C:15]3[CH:16]=[C:17]([C:21]([N:36]4[CH2:37][C:34]5([CH2:31][O:32][CH2:33]5)[CH2:35]4)=[O:22])[N:18]([CH3:20])[N:19]=3)=[C:11]([CH3:24])[O:10][N:9]=2)=[CH:4][CH:3]=1. The yield is 0.700. (7) The product is [OH:13][CH2:14][CH2:15][N:16]1[CH2:17][CH2:18][CH:19]([N:22]2[C:27](=[O:28])[C:26]([CH2:29][C:30]3[CH:35]=[CH:34][C:33]([C:36]4[CH:41]=[CH:40][CH:39]=[CH:38][C:37]=4[C:42]4[NH:3][C:4](=[O:7])[O:5][N:43]=4)=[CH:32][CH:31]=3)=[C:25]([CH2:44][CH2:45][CH3:46])[N:24]3[N:47]=[CH:48][N:49]=[C:23]23)[CH2:20][CH2:21]1. The catalyst is C(OCC)(=O)C. The reactants are [Cl-].O[NH3+:3].[C:4](=[O:7])([O-])[OH:5].[Na+].CS(C)=O.[OH:13][CH2:14][CH2:15][N:16]1[CH2:21][CH2:20][CH:19]([N:22]2[C:27](=[O:28])[C:26]([CH2:29][C:30]3[CH:35]=[CH:34][C:33]([C:36]4[C:37]([C:42]#[N:43])=[CH:38][CH:39]=[CH:40][CH:41]=4)=[CH:32][CH:31]=3)=[C:25]([CH2:44][CH2:45][CH3:46])[N:24]3[N:47]=[CH:48][N:49]=[C:23]23)[CH2:18][CH2:17]1. The yield is 0.230.